Dataset: Catalyst prediction with 721,799 reactions and 888 catalyst types from USPTO. Task: Predict which catalyst facilitates the given reaction. (1) Reactant: [C:1]([O:5][C:6]([N:8]1[CH2:13][CH2:12][N:11]2[C:14]([Cl:28])=[C:15]([C:20]3[CH:25]=[CH:24][CH:23]=[C:22]([C:26]#[N:27])[CH:21]=3)[C:16]([C:17](O)=[O:18])=[C:10]2[CH2:9]1)=[O:7])([CH3:4])([CH3:3])[CH3:2].C([C:31]1[NH:32][CH:33]=[CH:34][N:35]=1)([C:31]1[NH:32][CH:33]=[CH:34][N:35]=1)=O. Product: [Cl:28][C:14]1[N:11]2[CH2:12][CH2:13][N:8]([C:6]([O:5][C:1]([CH3:3])([CH3:4])[CH3:2])=[O:7])[CH2:9][C:10]2=[C:16]([C:17]([N:32]2[CH:33]=[CH:34][N:35]=[CH:31]2)=[O:18])[C:15]=1[C:20]1[CH:25]=[CH:24][CH:23]=[C:22]([C:26]#[N:27])[CH:21]=1. The catalyst class is: 7. (2) Reactant: [CH3:1][C:2]1[N:7]=[CH:6][C:5]([CH2:8][O:9][C:10]2[CH:15]=[CH:14][N:13]([C:16]3[CH:21]=[CH:20][C:19]4[C:22]5[CH2:23][N:24](C(OC(C)(C)C)=O)[CH2:25][CH2:26][CH2:27][C:28]=5[O:29][C:18]=4[CH:17]=3)[C:12](=[O:37])[CH:11]=2)=[CH:4][CH:3]=1.Cl.C([O-])(O)=O.[Na+]. Product: [CH3:1][C:2]1[N:7]=[CH:6][C:5]([CH2:8][O:9][C:10]2[CH:15]=[CH:14][N:13]([C:16]3[CH:21]=[CH:20][C:19]4[C:22]5[CH2:23][NH:24][CH2:25][CH2:26][CH2:27][C:28]=5[O:29][C:18]=4[CH:17]=3)[C:12](=[O:37])[CH:11]=2)=[CH:4][CH:3]=1. The catalyst class is: 275. (3) Product: [CH:1]1([C@H:7]([NH:12][C:13]([C:15]2[CH:19]=[C:18]([C:20]3[CH:21]=[N:22][N:23]([CH3:25])[CH:24]=3)[S:17][C:16]=2[NH:26][C:27]([NH:29][C:30]2[C:31]([Cl:37])=[CH:32][CH:33]=[CH:34][C:35]=2[Cl:36])=[O:28])=[O:14])[C:8]([OH:10])=[O:9])[CH2:6][CH2:5][CH2:4][CH2:3][CH2:2]1. The catalyst class is: 1. Reactant: [CH:1]1([C@H:7]([NH:12][C:13]([C:15]2[CH:19]=[C:18]([C:20]3[CH:21]=[N:22][N:23]([CH3:25])[CH:24]=3)[S:17][C:16]=2[NH:26][C:27]([NH:29][C:30]2[C:35]([Cl:36])=[CH:34][CH:33]=[CH:32][C:31]=2[Cl:37])=[O:28])=[O:14])[C:8]([O:10]C)=[O:9])[CH2:6][CH2:5][CH2:4][CH2:3][CH2:2]1.[OH-].[Li+]. (4) Reactant: FC(F)(F)C(O)=O.C([O:15][C:16]([C:22]1[O:26][C:25]([C:27]2[C:32]([NH2:33])=[CH:31][C:30]([C:34]([F:37])([F:36])[F:35])=[C:29]([O:38][CH3:39])[N:28]=2)=[N:24][N:23]=1)([CH3:21])[C:17]([F:20])([F:19])[F:18])C1C=CC=CC=1.C([O-])=O.[NH4+]. Product: [NH2:33][C:32]1[C:27]([C:25]2[O:26][C:22]([C:16]([OH:15])([CH3:21])[C:17]([F:20])([F:19])[F:18])=[N:23][N:24]=2)=[N:28][C:29]([O:38][CH3:39])=[C:30]([C:34]([F:35])([F:37])[F:36])[CH:31]=1. The catalyst class is: 320. (5) Reactant: [N+:1]([C:4]1[N:5]=[C:6]([C:9]([O:11][CH2:12][CH3:13])=[O:10])[NH:7][CH:8]=1)([O-:3])=[O:2].[C:14](=O)([O-])[O-].[K+].[K+].IC.C1CCCCC1.C(OCC)(=O)C. Product: [CH3:14][N:7]1[CH:8]=[C:4]([N+:1]([O-:3])=[O:2])[N:5]=[C:6]1[C:9]([O:11][CH2:12][CH3:13])=[O:10]. The catalyst class is: 21.